Dataset: Merck oncology drug combination screen with 23,052 pairs across 39 cell lines. Task: Regression. Given two drug SMILES strings and cell line genomic features, predict the synergy score measuring deviation from expected non-interaction effect. (1) Drug 1: COc1cccc2c1C(=O)c1c(O)c3c(c(O)c1C2=O)CC(O)(C(=O)CO)CC3OC1CC(N)C(O)C(C)O1. Drug 2: O=C(NOCC(O)CO)c1ccc(F)c(F)c1Nc1ccc(I)cc1F. Cell line: NCIH1650. Synergy scores: synergy=5.20. (2) Drug 1: O=P1(N(CCCl)CCCl)NCCCO1. Drug 2: O=C(CCCCCCC(=O)Nc1ccccc1)NO. Cell line: ES2. Synergy scores: synergy=10.0. (3) Drug 1: N.N.O=C(O)C1(C(=O)O)CCC1.[Pt]. Drug 2: CC(C)CC(NC(=O)C(Cc1ccccc1)NC(=O)c1cnccn1)B(O)O. Cell line: VCAP. Synergy scores: synergy=-10.8.